This data is from Catalyst prediction with 721,799 reactions and 888 catalyst types from USPTO. The task is: Predict which catalyst facilitates the given reaction. (1) Reactant: [C:1]1([C:7]([C:15]2[CH:20]=[CH:19][CH:18]=[CH:17][CH:16]=2)=[N:8][CH2:9][C:10]([O:12][CH2:13][CH3:14])=[O:11])[CH:6]=[CH:5][CH:4]=[CH:3][CH:2]=1.[CH3:21][C:22]([CH3:25])([O-])[CH3:23].[Na+].C(Cl)C(=C)C. Product: [C:1]1([C:7](=[N:8][CH:9]([CH2:23][C:22]([CH3:25])=[CH2:21])[C:10]([O:12][CH2:13][CH3:14])=[O:11])[C:15]2[CH:20]=[CH:19][CH:18]=[CH:17][CH:16]=2)[CH:2]=[CH:3][CH:4]=[CH:5][CH:6]=1. The catalyst class is: 3. (2) Reactant: [O:1]=[S:2]1(=[O:40])[CH2:7][CH2:6][N:5]([CH2:8][C:9]2[CH:14]=[CH:13][C:12]([NH:15][C:16](=[O:39])[C:17]3[CH:22]=[CH:21][C:20]([C:23]4[CH:28]=[CH:27][C:26]([C:29]5[NH:33][C:32]([C@@H:34]6[CH2:38][CH2:37][CH2:36][NH:35]6)=[N:31][CH:30]=5)=[CH:25][CH:24]=4)=[CH:19][CH:18]=3)=[CH:11][CH:10]=2)[CH2:4][CH2:3]1.CN(C(ON1N=NC2C=CC=NC1=2)=[N+](C)C)C.F[P-](F)(F)(F)(F)F.CCN(C(C)C)C(C)C.[C:74]([O:78][C:79]([NH:81][C@@H:82]([C:86]1[CH:91]=[CH:90][CH:89]=[CH:88][CH:87]=1)[C:83](O)=[O:84])=[O:80])([CH3:77])([CH3:76])[CH3:75]. Product: [O:40]=[S:2]1(=[O:1])[CH2:7][CH2:6][N:5]([CH2:8][C:9]2[CH:10]=[CH:11][C:12]([NH:15][C:16]([C:17]3[CH:18]=[CH:19][C:20]([C:23]4[CH:24]=[CH:25][C:26]([C:29]5[NH:33][C:32]([C@@H:34]6[CH2:38][CH2:37][CH2:36][N:35]6[C:83](=[O:84])[C@@H:82]([NH:81][C:79](=[O:80])[O:78][C:74]([CH3:75])([CH3:77])[CH3:76])[C:86]6[CH:91]=[CH:90][CH:89]=[CH:88][CH:87]=6)=[N:31][CH:30]=5)=[CH:27][CH:28]=4)=[CH:21][CH:22]=3)=[O:39])=[CH:13][CH:14]=2)[CH2:4][CH2:3]1. The catalyst class is: 3. (3) Product: [O:19]1[CH:23]=[CH:22][CH:21]=[C:20]1[CH2:15][O:16][C:11]1[CH:12]=[CH:13][C:8]([CH2:7][NH2:14])=[CH:9][CH:10]=1. Reactant: [H-].[Al+3].[Li+].[H-].[H-].[H-].[C:7](#[N:14])[C:8]1[CH:13]=[CH:12][CH:11]=[CH:10][CH:9]=1.[CH3:15][OH:16].[Cl-].[NH4+].[O:19]1[CH2:23][CH2:22][CH2:21][CH2:20]1. The catalyst class is: 6. (4) Reactant: [NH2:1][C@H:2]([C:12]([O:14][C:15]([CH3:18])([CH3:17])[CH3:16])=[O:13])[CH2:3][O:4][CH2:5][C:6]1[CH:11]=[CH:10][CH:9]=[CH:8][CH:7]=1.[N:19]1(C(Cl)=O)[CH2:24][CH2:23][O:22][CH2:21][CH2:20]1. Product: [NH:1]([N:19]1[CH2:24][CH2:23][O:22][CH2:21][CH2:20]1)[C@H:2]([C:12]([O:14][C:15]([CH3:18])([CH3:17])[CH3:16])=[O:13])[CH2:3][O:4][CH2:5][C:6]1[CH:7]=[CH:8][CH:9]=[CH:10][CH:11]=1. The catalyst class is: 17. (5) Reactant: [CH3:1][O:2][CH2:3][C:4]1[C:13]([N+]([O-])=O)=[C:12]([NH:17][C:18]2[CH:23]=[CH:22][C:21]([C:24]([F:27])([F:26])[F:25])=[CH:20][C:19]=2[OH:28])[C:11]2[C:6](=[N:7][C:8]([C:29]3[C:34]([C:35]([F:38])([F:37])[F:36])=[CH:33][CH:32]=[CH:31][N:30]=3)=[CH:9][CH:10]=2)[N:5]=1.C([O-])([O-])=O.[K+].[K+]. Product: [CH3:1][O:2][CH2:3][C:4]1[N:5]=[C:6]2[N:7]=[C:8]([C:29]3[C:34]([C:35]([F:36])([F:37])[F:38])=[CH:33][CH:32]=[CH:31][N:30]=3)[CH:9]=[CH:10][C:11]2=[C:12]2[C:13]=1[O:28][C:19]1[C:18](=[CH:23][CH:22]=[C:21]([C:24]([F:25])([F:27])[F:26])[CH:20]=1)[NH:17]2. The catalyst class is: 474.